This data is from Full USPTO retrosynthesis dataset with 1.9M reactions from patents (1976-2016). The task is: Predict the reactants needed to synthesize the given product. (1) Given the product [CH:10]1([CH2:9][N:1]2[CH:5]=[CH:4][N:3]=[CH:2]2)[CH2:12][CH2:11]1, predict the reactants needed to synthesize it. The reactants are: [NH:1]1[CH:5]=[CH:4][N:3]=[CH:2]1.[OH-].[K+].Br[CH2:9][CH:10]1[CH2:12][CH2:11]1. (2) Given the product [NH2:11][C:5]1[CH:4]=[CH:3][C:2]([C:18]2[CH:23]=[CH:22][CH:21]=[CH:20][CH:19]=2)=[CH:10][C:6]=1[C:7]([OH:9])=[O:8], predict the reactants needed to synthesize it. The reactants are: Br[C:2]1[CH:10]=[C:6]([C:7]([OH:9])=[O:8])[C:5]([NH2:11])=[CH:4][CH:3]=1.C([O-])([O-])=O.[K+].[K+].[C:18]1(B(O)O)[CH:23]=[CH:22][CH:21]=[CH:20][CH:19]=1. (3) The reactants are: [O:1]=[C:2]1[CH2:6][O:5][CH2:4][CH:3]1[C:7]([O:9][CH2:10][CH3:11])=[O:8].CCN(C(C)C)C(C)C.[O:21](S(C(F)(F)F)(=O)=O)[S:22]([C:25]([F:28])([F:27])[F:26])(=O)=[O:23]. Given the product [F:26][C:25]([F:28])([F:27])[S:22]([O:1][C:2]1[CH2:6][O:5][CH2:4][C:3]=1[C:7]([O:9][CH2:10][CH3:11])=[O:8])(=[O:23])=[O:21], predict the reactants needed to synthesize it. (4) Given the product [Cl:39][C:36]1[CH:37]=[CH:38][C:33]([C:30]2[S:31][CH:32]=[C:28]([CH2:27][S:26][C:16]3[C:15]([C:40]#[N:41])=[C:14]([C:11]4[CH:12]=[CH:13][C:8]([O:7][CH2:6][CH2:5][OH:4])=[CH:9][CH:10]=4)[C:23]4[C:22](=[O:24])[NH:21][C:20]([CH3:25])=[N:19][C:18]=4[N:17]=3)[N:29]=2)=[CH:34][CH:35]=1, predict the reactants needed to synthesize it. The reactants are: C([O:4][CH2:5][CH2:6][O:7][C:8]1[CH:13]=[CH:12][C:11]([C:14]2[C:23]3[C:22](=[O:24])[NH:21][C:20]([CH3:25])=[N:19][C:18]=3[N:17]=[C:16]([S:26][CH2:27][C:28]3[N:29]=[C:30]([C:33]4[CH:38]=[CH:37][C:36]([Cl:39])=[CH:35][CH:34]=4)[S:31][CH:32]=3)[C:15]=2[C:40]#[N:41])=[CH:10][CH:9]=1)(=O)C.O1CCOCC1.[OH-].[Li+]. (5) Given the product [CH2:1]([O:3][C:4](=[O:13])[CH:5]([NH:19][CH2:14][C:15]([CH3:18])([CH3:17])[CH3:16])[C:6]1[CH:7]=[N:8][CH:9]=[CH:10][CH:11]=1)[CH3:2], predict the reactants needed to synthesize it. The reactants are: [CH2:1]([O:3][C:4](=[O:13])[CH:5](Br)[C:6]1[CH:7]=[N:8][CH:9]=[CH:10][CH:11]=1)[CH3:2].[CH2:14]([NH2:19])[C:15]([CH3:18])([CH3:17])[CH3:16].CCN(CC)CC.